From a dataset of Full USPTO retrosynthesis dataset with 1.9M reactions from patents (1976-2016). Predict the reactants needed to synthesize the given product. (1) Given the product [CH2:1]([N:3]1[C:7]2=[N:8][CH:9]=[C:10]([C:19]([NH:38][NH:37][C:36]([O:40][C:41]([CH3:44])([CH3:43])[CH3:42])=[O:39])=[O:21])[C:11]([NH:12][CH:13]3[CH2:18][CH2:17][O:16][CH2:15][CH2:14]3)=[C:6]2[CH:5]=[N:4]1)[CH3:2], predict the reactants needed to synthesize it. The reactants are: [CH2:1]([N:3]1[C:7]2=[N:8][CH:9]=[C:10]([C:19]([OH:21])=O)[C:11]([NH:12][CH:13]3[CH2:18][CH2:17][O:16][CH2:15][CH2:14]3)=[C:6]2[CH:5]=[N:4]1)[CH3:2].C(Cl)CCl.C1C=CC2N(O)N=NC=2C=1.[C:36]([O:40][C:41]([CH3:44])([CH3:43])[CH3:42])(=[O:39])[NH:37][NH2:38]. (2) Given the product [CH3:27][C:17]1[CH:22]=[CH:21][C:20]([S:23]([O:15][CH2:14][CH:11]2[O:10][C:9]3[CH:16]=[C:5]([S:2]([CH3:1])(=[O:3])=[O:4])[CH:6]=[CH:7][C:8]=3[O:13][CH2:12]2)(=[O:25])=[O:24])=[CH:19][CH:18]=1, predict the reactants needed to synthesize it. The reactants are: [CH3:1][S:2]([C:5]1[CH:6]=[CH:7][C:8]2[O:13][CH2:12][CH:11]([CH2:14][OH:15])[O:10][C:9]=2[CH:16]=1)(=[O:4])=[O:3].[C:17]1([CH3:27])[CH:22]=[CH:21][C:20]([S:23](Cl)(=[O:25])=[O:24])=[CH:19][CH:18]=1. (3) Given the product [Cl:16][C:9]1[C:10]2[C:5](=[CH:4][C:3]([O:2][CH3:1])=[CH:12][CH:11]=2)[CH:6]=[CH:7][N:8]=1, predict the reactants needed to synthesize it. The reactants are: [CH3:1][O:2][C:3]1[CH:4]=[C:5]2[C:10](=[CH:11][CH:12]=1)[C:9](=O)[NH:8][CH:7]=[CH:6]2.P(Cl)(Cl)([Cl:16])=O. (4) The reactants are: [Br:1][C:2]1[CH:3]=[CH:4][C:5]([NH:8][C:9]([C:11]2[CH:16]=[C:15]([O:17][CH3:18])[C:14]([O:19][CH3:20])=[CH:13][C:12]=2[NH:21][C:22]([C:24]2[CH:29]=[CH:28][C:27]([C:30]#[N:31])=[CH:26][CH:25]=2)=[O:23])=[O:10])=[N:6][CH:7]=1.S. Given the product [CH3:20][O:19][C:14]1[C:15]([O:17][CH3:18])=[CH:16][C:11]([C:9]([NH:8][C:5]2[CH:4]=[CH:3][C:2]([Br:1])=[CH:7][N:6]=2)=[O:10])=[C:12]([NH:21][C:22]([C:24]2[CH:25]=[CH:26][C:27]([C:30]3[N:6]([CH3:7])[CH2:5][CH2:4][N:31]=3)=[CH:28][CH:29]=2)=[O:23])[CH:13]=1, predict the reactants needed to synthesize it. (5) Given the product [C:1]([O:5][C:6](=[O:24])[NH:7][C@@H:8]1[C:14](=[O:15])[N:13]([CH2:26][CH2:27][O:28][CH:29]([CH3:31])[CH3:30])[C:12]2[CH:16]=[CH:17][CH:18]=[CH:19][C:11]=2[C:10]2[CH:20]=[CH:21][CH:22]=[CH:23][C:9]1=2)([CH3:4])([CH3:2])[CH3:3], predict the reactants needed to synthesize it. The reactants are: [C:1]([O:5][C:6](=[O:24])[NH:7][C@@H:8]1[C:14](=[O:15])[NH:13][C:12]2[CH:16]=[CH:17][CH:18]=[CH:19][C:11]=2[C:10]2[CH:20]=[CH:21][CH:22]=[CH:23][C:9]1=2)([CH3:4])([CH3:3])[CH3:2].Br[CH2:26][CH2:27][O:28][CH:29]([CH3:31])[CH3:30]. (6) Given the product [CH2:1]([O:4][C:5]1([CH3:28])[CH2:10][CH2:9][N:8]([C:11]2[N:16]3[N:17]=[C:18]([Br:20])[CH:19]=[C:15]3[N:14]=[C:13]([CH3:21])[C:12]=2[C@H:22]([O:27][C:32]([CH3:44])([CH3:38])[CH3:33])[C:23]([O:25][CH3:26])=[O:24])[CH2:7][CH2:6]1)[CH:2]=[CH2:3], predict the reactants needed to synthesize it. The reactants are: [CH2:1]([O:4][C:5]1([CH3:28])[CH2:10][CH2:9][N:8]([C:11]2[N:16]3[N:17]=[C:18]([Br:20])[CH:19]=[C:15]3[N:14]=[C:13]([CH3:21])[C:12]=2[C:22](=[O:27])[C:23]([O:25][CH3:26])=[O:24])[CH2:7][CH2:6]1)[CH:2]=[CH2:3].CB1N2CCC[C@@H:33]2[C:32]([C:44]2C=CC=CC=2)([C:38]2C=CC=CC=2)O1.CC#N.C(=O)=O.[B]1OC2C(=CC=CC=2)O1.Cl(O)(=O)(=O)=O.C(=O)(O)[O-].[Na+]. (7) The reactants are: [NH2:1][C:2]1[S:3][CH:4]=[CH:5][C:6]=1[C:7]([NH2:9])=[O:8].[F:10][C:11]1[CH:19]=[CH:18][CH:17]=[CH:16][C:12]=1[C:13](Cl)=[O:14]. Given the product [F:10][C:11]1[CH:19]=[CH:18][CH:17]=[CH:16][C:12]=1[C:13]([NH:1][C:2]1[S:3][CH:4]=[CH:5][C:6]=1[C:7]([NH2:9])=[O:8])=[O:14], predict the reactants needed to synthesize it.